This data is from Reaction yield outcomes from USPTO patents with 853,638 reactions. The task is: Predict the reaction yield, written as a fraction of the theoretical maximum amount of product (1.0 means a 100% yield; for example, 0.34 means a 34% yield). (1) The reactants are [OH:1][C:2]1[CH:11]=[C:10]2[C:5]([CH2:6][CH2:7][CH:8]([C:12]([O:14][CH2:15][CH3:16])=[O:13])[O:9]2)=[CH:4][CH:3]=1.[Cl:17][C:18]1[CH:23]=[C:22]([O:24][CH2:25][C:26]([F:29])([F:28])[F:27])[CH:21]=[CH:20][C:19]=1[O:30][CH2:31][CH2:32][CH2:33]Br.C(=O)([O-])[O-].[Cs+].[Cs+]. The catalyst is CN(C=O)C. The product is [Cl:17][C:18]1[CH:23]=[C:22]([O:24][CH2:25][C:26]([F:27])([F:29])[F:28])[CH:21]=[CH:20][C:19]=1[O:30][CH2:31][CH2:32][CH2:33][O:1][C:2]1[CH:11]=[C:10]2[C:5]([CH2:6][CH2:7][CH:8]([C:12]([O:14][CH2:15][CH3:16])=[O:13])[O:9]2)=[CH:4][CH:3]=1. The yield is 0.810. (2) The reactants are [OH:1][C:2]1[CH:3]=[C:4]2[C:17](=[CH:18][CH:19]=1)[C:16]1[C:7](=[C:8]3[C:13](=[CH:14][CH:15]=1)[NH:12][C:11]([CH3:21])([CH3:20])[CH:10]=[C:9]3[CH3:22])[C:6](=[O:23])[O:5]2.O1CCCC1.C(N(CC)CC)C.[C:36](Cl)(=[O:43])[C:37]1[CH:42]=[CH:41][CH:40]=[CH:39][CH:38]=1. The catalyst is O. The product is [C:36]([O:1][C:2]1[CH:3]=[C:4]2[C:17](=[CH:18][CH:19]=1)[C:16]1[C:7](=[C:8]3[C:13](=[CH:14][CH:15]=1)[NH:12][C:11]([CH3:20])([CH3:21])[CH:10]=[C:9]3[CH3:22])[C:6](=[O:23])[O:5]2)(=[O:43])[C:37]1[CH:42]=[CH:41][CH:40]=[CH:39][CH:38]=1. The yield is 0.800. (3) The reactants are C(O[C:5](=[O:7])[CH3:6])(=O)C.[Cl:8][C:9]1[CH:10]=[C:11]([NH2:16])[CH:12]=[C:13]([CH3:15])[CH:14]=1. No catalyst specified. The yield is 0.790. The product is [Cl:8][C:9]1[CH:10]=[C:11]([NH:16][C:5](=[O:7])[CH3:6])[CH:12]=[C:13]([CH3:15])[CH:14]=1. (4) The reactants are [C:1]([C:3]1[CH:8]=[CH:7][CH:6]=[CH:5][C:4]=1[C:9]1[CH:14]=[CH:13][C:12]([CH2:15][CH:16]([C:21](=O)[CH2:22][CH2:23][CH2:24][CH3:25])[C:17](OC)=[O:18])=[CH:11][CH:10]=1)#[N:2].[CH3:27][C:28]1([CH3:40])[CH2:33][CH:32]([NH:34][C:35]2[NH:39][CH:38]=[N:37][N:36]=2)[CH2:31][CH2:30][O:29]1. No catalyst specified. The product is [CH2:22]([C:21]1[N:36]2[N:37]=[CH:38][N:39]=[C:35]2[N:34]([CH:32]2[CH2:31][CH2:30][O:29][C:28]([CH3:40])([CH3:27])[CH2:33]2)[C:17](=[O:18])[C:16]=1[CH2:15][C:12]1[CH:11]=[CH:10][C:9]([C:4]2[C:3]([C:1]#[N:2])=[CH:8][CH:7]=[CH:6][CH:5]=2)=[CH:14][CH:13]=1)[CH2:23][CH2:24][CH3:25]. The yield is 0.710. (5) The reactants are IC1C=C2C(=CC=1)C(=O)C1C=CC=C(C(O)=O)C=1N2.[I:20][C:21]1[CH:26]=[CH:25][C:24]([NH:27][C:28]2[C:36]([C:37]([OH:39])=[O:38])=[CH:35][CH:34]=[CH:33][C:29]=2[C:30](O)=[O:31])=[CH:23][CH:22]=1.[K+].[Br-].NC1C=CC2N=C(C(OCC)=O)NC=2C=1.IC1C=C2C(=CC=1)NC=C(C(OCC)=O)C2=O. No catalyst specified. The product is [I:20][C:21]1[CH:22]=[C:23]2[C:24]([NH:27][C:28]3[C:36]([C:37]([OH:39])=[O:38])=[CH:35][CH:34]=[CH:33][C:29]=3[C:30]2=[O:31])=[CH:25][CH:26]=1. The yield is 0.630. (6) The reactants are [CH3:1][N:2]1[C:10]2[CH:9]=[C:8]([N:11]3[CH:16]=[CH:15][C:14]([C:17]4[CH:22]=[CH:21][C:20]([C:23]([F:26])([F:25])[F:24])=[CH:19][N:18]=4)=[CH:13][C:12]3=[O:27])[CH:7]=[CH:6][C:5]=2[C:4]2[CH2:28][NH:29][CH2:30][CH2:31][C:3]1=2.[C:32]1(N)C(F)=C(F)C(F)=C(N)C=1F.[ClH:44].Cl. No catalyst specified. The product is [ClH:44].[ClH:44].[CH3:32][N:29]1[CH2:30][CH2:31][C:3]2[N:2]([CH3:1])[C:10]3[CH:9]=[C:8]([N:11]4[CH:16]=[CH:15][C:14]([C:17]5[CH:22]=[CH:21][C:20]([C:23]([F:24])([F:25])[F:26])=[CH:19][N:18]=5)=[CH:13][C:12]4=[O:27])[CH:7]=[CH:6][C:5]=3[C:4]=2[CH2:28]1. The yield is 0.480. (7) The reactants are [Br:1][C:2]1[CH:3]=[C:4]([CH:7]=[CH:8][CH:9]=1)[CH2:5]Br.[C:10]([N:17]1[CH2:22][CH2:21][NH:20][CH2:19][CH2:18]1)([O:12][C:13]([CH3:16])([CH3:15])[CH3:14])=[O:11].C(N(CC)CC)C.C(=O)(O)[O-].[Na+]. The catalyst is C(#N)C. The product is [Br:1][C:2]1[CH:3]=[C:4]([CH2:5][N:20]2[CH2:19][CH2:18][N:17]([C:10]([O:12][C:13]([CH3:16])([CH3:15])[CH3:14])=[O:11])[CH2:22][CH2:21]2)[CH:7]=[CH:8][CH:9]=1. The yield is 0.812. (8) The reactants are [H-].[Na+].[O:3]=[C:4]([CH2:11][CH2:12][CH3:13])[CH2:5][C:6]([O:8][CH2:9][CH3:10])=[O:7].Br[CH2:15][C:16]1[CH:21]=[CH:20][C:19]([C:22]2[C:23]([C:28]#[N:29])=[CH:24][CH:25]=[CH:26][CH:27]=2)=[CH:18][CH:17]=1.[Cl-].[NH4+]. The catalyst is O1CCCC1.C(OCC)(=O)C. The product is [C:28]([C:23]1[CH:24]=[CH:25][CH:26]=[CH:27][C:22]=1[C:19]1[CH:18]=[CH:17][C:16]([CH2:15][CH:5]([C:4](=[O:3])[CH2:11][CH2:12][CH3:13])[C:6]([O:8][CH2:9][CH3:10])=[O:7])=[CH:21][CH:20]=1)#[N:29]. The yield is 1.00.